Task: Predict the reactants needed to synthesize the given product.. Dataset: Full USPTO retrosynthesis dataset with 1.9M reactions from patents (1976-2016) (1) The reactants are: C(OC(=O)[NH:7][CH2:8][C:9]1[CH:14]=[CH:13][C:12]([C:15](=[O:42])[NH:16][CH2:17][C:18]2[CH:23]=[CH:22][C:21]([O:24][CH2:25][C:26]([N:28]3[CH2:32][C:31](=[O:33])[C@@H:30]([O:34][Si](C(C)(C)C)(C)C)[CH2:29]3)=[O:27])=[CH:20][CH:19]=2)=[CH:11][CH:10]=1)(C)(C)C.Cl. Given the product [NH2:7][CH2:8][C:9]1[CH:14]=[CH:13][C:12]([C:15]([NH:16][CH2:17][C:18]2[CH:19]=[CH:20][C:21]([O:24][CH2:25][C:26]([N:28]3[CH2:29][C:30](=[O:34])[C@@H:31]([OH:33])[CH2:32]3)=[O:27])=[CH:22][CH:23]=2)=[O:42])=[CH:11][CH:10]=1, predict the reactants needed to synthesize it. (2) Given the product [Cl:1][C:2]1[N:7]=[CH:6][C:5]([C:8]2[CH:9]=[CH:10][C:11](=[O:14])[N:12]([CH3:17])[N:13]=2)=[CH:4][CH:3]=1, predict the reactants needed to synthesize it. The reactants are: [Cl:1][C:2]1[N:7]=[CH:6][C:5]([C:8]2[CH2:9][CH2:10][C:11](=[O:14])[NH:12][N:13]=2)=[CH:4][CH:3]=1.IC.[C:17](=O)([O-])[O-].[Cs+].[Cs+].